This data is from Full USPTO retrosynthesis dataset with 1.9M reactions from patents (1976-2016). The task is: Predict the reactants needed to synthesize the given product. (1) Given the product [CH2:7]([O:9][C:10]([C:12]1[N:13]=[C:14]([CH2:17][O:26][C:23]2[CH:24]=[CH:25][C:20]([I:19])=[CH:21][CH:22]=2)[S:15][CH:16]=1)=[O:11])[CH3:8], predict the reactants needed to synthesize it. The reactants are: C(=O)([O-])[O-].[K+].[K+].[CH2:7]([O:9][C:10]([C:12]1[N:13]=[C:14]([CH2:17]Br)[S:15][CH:16]=1)=[O:11])[CH3:8].[I:19][C:20]1[CH:25]=[CH:24][C:23]([OH:26])=[CH:22][CH:21]=1. (2) Given the product [O:32]=[S:28]1(=[O:31])[CH2:27][CH:26]=[C:25]([C:21]2[C:22]([F:24])=[CH:23][C:18]([N:14]3[CH2:13][C@H:12]([CH2:11][N:5]4[N:6]=[N:7][C:3]([CH2:1][CH3:2])=[N:4]4)[O:16][C:15]3=[O:17])=[CH:19][C:20]=2[F:33])[CH2:30][CH2:29]1, predict the reactants needed to synthesize it. The reactants are: [CH2:1]([C:3]1[NH:7][N:6]=[N:5][N:4]=1)[CH3:2].N([CH2:11][C@H:12]1[O:16][C:15](=[O:17])[N:14]([C:18]2[CH:23]=[C:22]([F:24])[C:21]([C:25]3[CH2:26][CH2:27][S:28](=[O:32])(=[O:31])[CH2:29][CH:30]=3)=[C:20]([F:33])[CH:19]=2)[CH2:13]1)=[N+]=[N-].CC(OC(/N=N/C(OC(C)C)=O)=O)C. (3) Given the product [I:19][C:20]1[CH:21]=[C:22]([CH:26]=[CH:27][CH:28]=1)[C:23]([N:16]1[CH2:17][CH2:18][CH:13]([CH2:12][O:11][C:7]2[CH:8]=[CH:9][CH:10]=[C:3]([F:2])[C:4]=2[C:5]#[N:6])[CH2:14][CH2:15]1)=[O:24], predict the reactants needed to synthesize it. The reactants are: Cl.[F:2][C:3]1[CH:10]=[CH:9][CH:8]=[C:7]([O:11][CH2:12][CH:13]2[CH2:18][CH2:17][NH:16][CH2:15][CH2:14]2)[C:4]=1[C:5]#[N:6].[I:19][C:20]1[CH:21]=[C:22]([CH:26]=[CH:27][CH:28]=1)[C:23](Cl)=[O:24].C(N(CC)CC)C. (4) Given the product [CH3:56][N:57]1[CH2:63][CH2:62][CH2:61][N:60]([C:17]([C:16]2[CH:15]=[C:14]([C:12]3[O:13][C:9]([CH:8]=[C:4]4[S:3][C:2](=[O:1])[NH:6][C:5]4=[O:7])=[CH:10][CH:11]=3)[CH:22]=[CH:21][CH:20]=2)=[O:19])[CH2:59][CH2:58]1, predict the reactants needed to synthesize it. The reactants are: [O:1]=[C:2]1[NH:6][C:5](=[O:7])[C:4](=[CH:8][C:9]2[O:13][C:12]([C:14]3[CH:15]=[C:16]([CH:20]=[CH:21][CH:22]=3)[C:17]([OH:19])=O)=[CH:11][CH:10]=2)[S:3]1.CN(C(ON1N=NC2C=CC=CC1=2)=[N+](C)C)C.F[P-](F)(F)(F)(F)F.CCN(C(C)C)C(C)C.[CH3:56][N:57]1[CH2:63][CH2:62][CH2:61][NH:60][CH2:59][CH2:58]1. (5) Given the product [ClH:18].[CH3:20][O:19][N:21]=[CH:16][C:12]1[CH:13]=[N:14][CH:15]=[C:10]([C:9]#[C:8][C:5]2[CH:4]=[CH:3][C:2]([F:1])=[CH:7][CH:6]=2)[CH:11]=1, predict the reactants needed to synthesize it. The reactants are: [F:1][C:2]1[CH:7]=[CH:6][C:5]([C:8]#[C:9][C:10]2[CH:11]=[C:12]([CH:16]=O)[CH:13]=[N:14][CH:15]=2)=[CH:4][CH:3]=1.[ClH:18].[O:19]([NH2:21])[CH3:20].C(=O)([O-])[O-].[K+].[K+]. (6) Given the product [CH3:31][O:32][C:13]1[CH:12]=[CH:11][C:10]2[C:9]([C:24]3[CH:25]=[CH:26][C:21]([O:20][CH3:19])=[CH:22][CH:23]=3)([OH:18])[C:8]3[C:17]4[C:4](=[CH:3][CH:2]=[CH:1][C:16]=4[C:15]=2[CH:14]=1)[CH:5]=[CH:6][CH:7]=3, predict the reactants needed to synthesize it. The reactants are: [CH:1]1[C:16]2=[C:17]3[C:8]([C:9](=[O:18])[C:10]4[CH:11]=[CH:12][CH:13]=[CH:14][C:15]=42)=[CH:7][CH:6]=[CH:5][C:4]3=[CH:3][CH:2]=1.[CH3:19][O:20][C:21]1[CH:26]=[CH:25][C:24]([Mg]Br)=[CH:23][CH:22]=1.C1C[O:32][CH2:31]C1. (7) The reactants are: [F:1][C:2]([F:17])([F:16])[C:3]1[CH:4]=[C:5]([C:9]2[S:10][CH:11]=[C:12]([CH2:14][OH:15])[N:13]=2)[CH:6]=[CH:7][CH:8]=1.[C:18](Cl)(=[O:20])[CH3:19].C(N(CC)CC)C. Given the product [C:18]([O:15][CH2:14][C:12]1[N:13]=[C:9]([C:5]2[CH:6]=[CH:7][CH:8]=[C:3]([C:2]([F:1])([F:16])[F:17])[CH:4]=2)[S:10][CH:11]=1)(=[O:20])[CH3:19], predict the reactants needed to synthesize it. (8) Given the product [CH2:26]([N:3]([CH2:1][CH3:2])[C:4]([C:6]1[CH:7]=[CH:8][C:9]2[CH:10]([CH:20]3[CH2:25][CH2:24][NH:23][CH2:22][CH2:21]3)[C:11]3[C:16]([O:17][C:18]=2[CH:19]=1)=[C:15]([O:29][CH3:28])[CH:14]=[CH:13][CH:12]=3)=[O:5])[CH3:27], predict the reactants needed to synthesize it. The reactants are: [CH2:1]([N:3]([CH2:26][CH3:27])[C:4]([C:6]1[CH:7]=[CH:8][C:9]2[C:10](=[C:20]3[CH2:25][CH2:24][NH:23][CH2:22][CH2:21]3)[C:11]3[C:16]([O:17][C:18]=2[CH:19]=1)=[CH:15][CH:14]=[CH:13][CH:12]=3)=[O:5])[CH3:2].[C:28](O)(C(F)(F)F)=[O:29].